Task: Regression. Given two drug SMILES strings and cell line genomic features, predict the synergy score measuring deviation from expected non-interaction effect.. Dataset: NCI-60 drug combinations with 297,098 pairs across 59 cell lines (1) Drug 1: CC(CN1CC(=O)NC(=O)C1)N2CC(=O)NC(=O)C2. Drug 2: CCCCCOC(=O)NC1=NC(=O)N(C=C1F)C2C(C(C(O2)C)O)O. Cell line: PC-3. Synergy scores: CSS=16.3, Synergy_ZIP=-5.34, Synergy_Bliss=-0.303, Synergy_Loewe=-5.77, Synergy_HSA=0.0520. (2) Drug 1: CN1C2=C(C=C(C=C2)N(CCCl)CCCl)N=C1CCCC(=O)O.Cl. Drug 2: CC1C(C(CC(O1)OC2CC(CC3=C2C(=C4C(=C3O)C(=O)C5=C(C4=O)C(=CC=C5)OC)O)(C(=O)CO)O)N)O.Cl. Cell line: NCIH23. Synergy scores: CSS=48.7, Synergy_ZIP=-0.943, Synergy_Bliss=-3.27, Synergy_Loewe=-37.8, Synergy_HSA=-2.33. (3) Drug 1: CN1C2=C(C=C(C=C2)N(CCCl)CCCl)N=C1CCCC(=O)O.Cl. Drug 2: CS(=O)(=O)OCCCCOS(=O)(=O)C. Cell line: K-562. Synergy scores: CSS=5.95, Synergy_ZIP=1.30, Synergy_Bliss=4.14, Synergy_Loewe=-2.84, Synergy_HSA=-1.69. (4) Drug 1: CS(=O)(=O)C1=CC(=C(C=C1)C(=O)NC2=CC(=C(C=C2)Cl)C3=CC=CC=N3)Cl. Drug 2: C1CCC(C(C1)N)N.C(=O)(C(=O)[O-])[O-].[Pt+4]. Cell line: SK-MEL-5. Synergy scores: CSS=12.4, Synergy_ZIP=0.973, Synergy_Bliss=7.55, Synergy_Loewe=-3.26, Synergy_HSA=4.31. (5) Drug 1: CS(=O)(=O)CCNCC1=CC=C(O1)C2=CC3=C(C=C2)N=CN=C3NC4=CC(=C(C=C4)OCC5=CC(=CC=C5)F)Cl. Drug 2: C1CCC(C(C1)N)N.C(=O)(C(=O)[O-])[O-].[Pt+4]. Cell line: MOLT-4. Synergy scores: CSS=34.3, Synergy_ZIP=3.54, Synergy_Bliss=-0.938, Synergy_Loewe=-27.3, Synergy_HSA=-11.5. (6) Drug 1: CN1C(=O)N2C=NC(=C2N=N1)C(=O)N. Drug 2: C1CNP(=O)(OC1)N(CCCl)CCCl. Cell line: HL-60(TB). Synergy scores: CSS=-16.2, Synergy_ZIP=9.94, Synergy_Bliss=2.45, Synergy_Loewe=-20.5, Synergy_HSA=-19.4. (7) Drug 1: CC1C(C(CC(O1)OC2CC(CC3=C2C(=C4C(=C3O)C(=O)C5=C(C4=O)C(=CC=C5)OC)O)(C(=O)CO)O)N)O.Cl. Drug 2: CC1OCC2C(O1)C(C(C(O2)OC3C4COC(=O)C4C(C5=CC6=C(C=C35)OCO6)C7=CC(=C(C(=C7)OC)O)OC)O)O. Cell line: CCRF-CEM. Synergy scores: CSS=57.0, Synergy_ZIP=0.275, Synergy_Bliss=0.231, Synergy_Loewe=-11.8, Synergy_HSA=1.76.